From a dataset of Full USPTO retrosynthesis dataset with 1.9M reactions from patents (1976-2016). Predict the reactants needed to synthesize the given product. (1) Given the product [CH3:12][C:3]1([C:4]([N:6]2[CH2:10][CH2:9][O:8][C:7]2=[O:11])=[O:5])[CH:21]([C:22]2[CH:23]=[CH:24][CH:25]=[CH:26][CH:27]=2)[N:20]1[C:13]([O:15][C:16]([CH3:19])([CH3:18])[CH3:17])=[O:14], predict the reactants needed to synthesize it. The reactants are: [N+](=[C:3]([CH3:12])[C:4]([N:6]1[CH2:10][CH2:9][O:8][C:7]1=[O:11])=[O:5])=[N-].[C:13]([N:20]=[CH:21][C:22]1[CH:27]=[CH:26][CH:25]=[CH:24][CH:23]=1)([O:15][C:16]([CH3:19])([CH3:18])[CH3:17])=[O:14].C(N(CC)CC)C.C([O-])(O)=O.[Na+]. (2) Given the product [CH:1]1([C:6]2[O:7][C:16](=[O:17])[C:10]3([CH2:15][CH2:14][CH2:13][CH2:12][CH2:11]3)[N:9]=2)[CH2:5][CH2:4][CH2:3][CH2:2]1, predict the reactants needed to synthesize it. The reactants are: [CH:1]1([C:6](Cl)=[O:7])[CH2:5][CH2:4][CH2:3][CH2:2]1.[NH2:9][C:10]1([C:16](O)=[O:17])[CH2:15][CH2:14][CH2:13][CH2:12][CH2:11]1.C(=O)([O-])[O-].[Na+].[Na+].Cl.C(N=C=NCCCN(C)C)C. (3) Given the product [Br:1][C:2]1[CH:3]=[N:4][N:5]([CH:7]2[CH2:12][CH2:11][N:10]([CH3:13])[CH2:9][CH2:8]2)[CH:6]=1, predict the reactants needed to synthesize it. The reactants are: [Br:1][C:2]1[CH:3]=[N:4][N:5]([CH:7]2[CH2:12][CH2:11][NH:10][CH2:9][CH2:8]2)[CH:6]=1.[CH2:13](N(CC)CC)C.CI.